This data is from Forward reaction prediction with 1.9M reactions from USPTO patents (1976-2016). The task is: Predict the product of the given reaction. (1) Given the reactants [NH2:1][C:2]1[C:12]2[C:11](=[O:13])[N:10]([C:14]3[CH:19]=[CH:18][C:17]([CH:20]4[CH2:25][CH2:24][CH:23]([CH2:26][C:27]([NH:29][CH3:30])=S)[CH2:22][CH2:21]4)=[CH:16][CH:15]=3)[CH2:9][CH2:8][O:7][C:6]=2[N:5]=[CH:4][N:3]=1.[C:31]([NH:34][NH2:35])(=O)[CH3:32], predict the reaction product. The product is: [NH2:1][C:2]1[C:12]2[C:11](=[O:13])[N:10]([C:14]3[CH:19]=[CH:18][C:17]([C@H:20]4[CH2:25][CH2:24][C@H:23]([CH2:26][C:27]5[N:29]([CH3:30])[C:31]([CH3:32])=[N:34][N:35]=5)[CH2:22][CH2:21]4)=[CH:16][CH:15]=3)[CH2:9][CH2:8][O:7][C:6]=2[N:5]=[CH:4][N:3]=1. (2) Given the reactants [F:1][C:2]([F:12])([F:11])[C:3]1[CH:4]=[C:5]([CH:8]=[CH:9][CH:10]=1)[CH2:6][NH2:7].[C:13]([C:15]1[CH:16]=[C:17]([NH:21][C:22](=[O:34])[NH:23][C:24]2[CH:29]=[CH:28][C:27]([S:30](Cl)(=[O:32])=[O:31])=[CH:26][CH:25]=2)[CH:18]=[CH:19][CH:20]=1)#[N:14].C(N(CC)CC)C, predict the reaction product. The product is: [C:13]([C:15]1[CH:16]=[C:17]([NH:21][C:22](=[O:34])[NH:23][C:24]2[CH:29]=[CH:28][C:27]([S:30]([NH:7][CH2:6][C:5]3[CH:8]=[CH:9][CH:10]=[C:3]([C:2]([F:11])([F:12])[F:1])[CH:4]=3)(=[O:31])=[O:32])=[CH:26][CH:25]=2)[CH:18]=[CH:19][CH:20]=1)#[N:14]. (3) Given the reactants [CH2:1]([C:8]1[CH:9]=[N:10][C:11]2[C:16]([C:17]=1[C:18]1[CH:19]=[C:20]([NH2:24])[CH:21]=[CH:22][CH:23]=1)=[CH:15][CH:14]=[CH:13][C:12]=2[C:25]([F:28])([F:27])[F:26])[C:2]1[CH:7]=[CH:6][CH:5]=[CH:4][CH:3]=1.[N:29]1[CH:34]=[CH:33][C:32]([CH:35]=O)=[CH:31][CH:30]=1, predict the reaction product. The product is: [CH2:1]([C:8]1[CH:9]=[N:10][C:11]2[C:16]([C:17]=1[C:18]1[CH:19]=[C:20]([NH:24][CH2:35][C:32]3[CH:33]=[CH:34][N:29]=[CH:30][CH:31]=3)[CH:21]=[CH:22][CH:23]=1)=[CH:15][CH:14]=[CH:13][C:12]=2[C:25]([F:28])([F:26])[F:27])[C:2]1[CH:3]=[CH:4][CH:5]=[CH:6][CH:7]=1. (4) The product is: [CH2:3]([O:10][C:11]1[CH:24]=[CH:23][C:14]([CH2:15][CH:16]2[N:21]([CH3:25])[C:20](=[O:22])[CH2:19][O:18][CH2:17]2)=[CH:13][CH:12]=1)[C:4]1[CH:5]=[CH:6][CH:7]=[CH:8][CH:9]=1. Given the reactants [H-].[Na+].[CH2:3]([O:10][C:11]1[CH:24]=[CH:23][C:14]([CH2:15][CH:16]2[NH:21][C:20](=[O:22])[CH2:19][O:18][CH2:17]2)=[CH:13][CH:12]=1)[C:4]1[CH:9]=[CH:8][CH:7]=[CH:6][CH:5]=1.[CH3:25]I, predict the reaction product. (5) Given the reactants [Cl:1][C:2]1[N:10]=[C:9]([Cl:11])[C:8]([F:12])=[CH:7][C:3]=1[C:4]([OH:6])=[O:5].C[Li].FC([I:19])(F)F.O, predict the reaction product. The product is: [Cl:1][C:2]1[N:10]=[C:9]([Cl:11])[C:8]([F:12])=[C:7]([I:19])[C:3]=1[C:4]([OH:6])=[O:5]. (6) Given the reactants [CH3:1][C:2]1[CH:9]=[CH:8][C:7]([C:10]2[CH:15]=[CH:14][CH:13]=[CH:12][CH:11]=2)=[CH:6][C:3]=1[C:4]#[N:5].O.N, predict the reaction product. The product is: [CH3:1][C:2]1[CH:9]=[CH:8][C:7]([C:10]2[CH:15]=[CH:14][CH:13]=[CH:12][CH:11]=2)=[CH:6][C:3]=1[CH2:4][NH2:5]. (7) Given the reactants [ClH:1].[N:2]12[CH2:9][CH2:8][CH:5]([CH2:6][CH2:7]1)[C@@H:4]([NH:10][C:11]([C:13]1[S:14][C:15]3[CH:21]=[C:20](Br)[CH:19]=[CH:18][C:16]=3[CH:17]=1)=[O:12])[CH2:3]2.[O:23]1[CH2:28][CH2:27][N:26]([C:29]2[CH:34]=[CH:33][C:32](B(O)O)=[CH:31][CH:30]=2)[CH2:25][CH2:24]1.C(=O)([O-])[O-].[Na+].[Na+], predict the reaction product. The product is: [ClH:1].[N:2]12[CH2:9][CH2:8][CH:5]([CH2:6][CH2:7]1)[C@@H:4]([NH:10][C:11]([C:13]1[S:14][C:15]3[CH:21]=[C:20]([C:32]4[CH:31]=[CH:30][C:29]([N:26]5[CH2:25][CH2:24][O:23][CH2:28][CH2:27]5)=[CH:34][CH:33]=4)[CH:19]=[CH:18][C:16]=3[CH:17]=1)=[O:12])[CH2:3]2.